This data is from Peptide-MHC class II binding affinity with 134,281 pairs from IEDB. The task is: Regression. Given a peptide amino acid sequence and an MHC pseudo amino acid sequence, predict their binding affinity value. This is MHC class II binding data. (1) The peptide sequence is VGATPEAKFDSFVAS. The MHC is HLA-DPA10201-DPB11401 with pseudo-sequence HLA-DPA10201-DPB11401. The binding affinity (normalized) is 0.145. (2) The peptide sequence is ACQGVGGPSHKARVLAEA. The MHC is HLA-DQA10301-DQB10302 with pseudo-sequence HLA-DQA10301-DQB10302. The binding affinity (normalized) is 0.568. (3) The peptide sequence is PSVIPAARLFKAFIL. The MHC is HLA-DQA10501-DQB10301 with pseudo-sequence HLA-DQA10501-DQB10301. The binding affinity (normalized) is 0.760.